Task: Predict the reactants needed to synthesize the given product.. Dataset: Full USPTO retrosynthesis dataset with 1.9M reactions from patents (1976-2016) (1) Given the product [CH3:14][O:13][C:10]1[C:11]2[N:12]=[C:22]([C:23]3[CH:24]=[N:25][CH:26]=[CH:27][CH:28]=3)[NH:1][C:2]=2[C:3]([C:4]([O:6][CH3:7])=[O:5])=[CH:8][CH:9]=1, predict the reactants needed to synthesize it. The reactants are: [NH2:1][C:2]1[C:11]([NH2:12])=[C:10]([O:13][CH3:14])[CH:9]=[CH:8][C:3]=1[C:4]([O:6][CH3:7])=[O:5].C(N(CC)CC)C.[CH2:22](Cl)[C:23]1[CH:28]=[CH:27][CH:26]=[N:25][CH:24]=1. (2) Given the product [C:55]([NH:58][C:18]([C:15]1[CH:14]=[CH:13][C:12]2[C:17](=[C:8]([C:5]3[CH:4]=[CH:3][C:2]([Cl:1])=[CH:7][CH:6]=3)[CH:9]=[N:10][CH:11]=2)[N:16]=1)=[O:20])([CH3:57])([CH3:56])[CH3:54], predict the reactants needed to synthesize it. The reactants are: [Cl:1][C:2]1[CH:7]=[CH:6][C:5]([C:8]2[CH:9]=[N:10][CH:11]=[C:12]3[C:17]=2[N:16]=[C:15]([C:18]([OH:20])=O)[CH:14]=[CH:13]3)=[CH:4][CH:3]=1.C(N(CC)C(C)C)(C)C.F[P-](F)(F)(F)(F)F.N1(OC(N(C)C)=[N+](C)C)C2N=CC=CC=2N=N1.[CH3:54][C:55]([NH2:58])([CH3:57])[CH3:56]. (3) Given the product [C:18]([C:22]1[CH:39]=[CH:38][C:25]([CH2:26][N:27]([CH2:28][CH2:29][C:30]2[CH:35]=[CH:34][C:33]([Cl:36])=[C:32]([Cl:37])[CH:31]=2)[C:4](=[O:15])[C:5]2[CH:10]=[C:9]([CH2:11][CH3:12])[CH:8]=[N:7][C:6]=2[NH:13][CH3:14])=[CH:24][CH:23]=1)([CH3:21])([CH3:19])[CH3:20], predict the reactants needed to synthesize it. The reactants are: C(O[C:4](=[O:15])[C:5]1[CH:10]=[C:9]([CH2:11][CH3:12])[CH:8]=[N:7][C:6]=1[NH:13][CH3:14])C.[OH-].[K+].[C:18]([C:22]1[CH:39]=[CH:38][C:25]([CH2:26][NH:27][CH2:28][CH2:29][C:30]2[CH:35]=[CH:34][C:33]([Cl:36])=[C:32]([Cl:37])[CH:31]=2)=[CH:24][CH:23]=1)([CH3:21])([CH3:20])[CH3:19].CN(C(ON1N=NC2C=CC=CC1=2)=[N+](C)C)C.F[P-](F)(F)(F)(F)F.CN1CCOCC1. (4) Given the product [C:1]([N:8]1[C@@H:13]([C:14](=[O:15])[CH2:26][CH2:25][CH:24]=[CH2:29])[CH2:12][CH2:11][CH2:10][C@@H:9]1[CH3:16])([O:3][C:4]([CH3:7])([CH3:6])[CH3:5])=[O:2], predict the reactants needed to synthesize it. The reactants are: [C:1]([N:8]1[C@@H:13]([CH:14]=[O:15])[CH2:12][CH2:11][CH2:10][C@@H:9]1[CH3:16])([O:3][C:4]([CH3:7])([CH3:6])[CH3:5])=[O:2].C(C=P([C:24]1[CH:29]=CC=[CH:26][CH:25]=1)([C:24]1[CH:29]=CC=[CH:26][CH:25]=1)[C:24]1[CH:29]=CC=[CH:26][CH:25]=1)(OCC)=O.